From a dataset of NCI-60 drug combinations with 297,098 pairs across 59 cell lines. Regression. Given two drug SMILES strings and cell line genomic features, predict the synergy score measuring deviation from expected non-interaction effect. (1) Drug 1: CCC1(CC2CC(C3=C(CCN(C2)C1)C4=CC=CC=C4N3)(C5=C(C=C6C(=C5)C78CCN9C7C(C=CC9)(C(C(C8N6C=O)(C(=O)OC)O)OC(=O)C)CC)OC)C(=O)OC)O.OS(=O)(=O)O. Drug 2: CC1=C2C(C(=O)C3(C(CC4C(C3C(C(C2(C)C)(CC1OC(=O)C(C(C5=CC=CC=C5)NC(=O)C6=CC=CC=C6)O)O)OC(=O)C7=CC=CC=C7)(CO4)OC(=O)C)O)C)OC(=O)C. Cell line: NCI-H522. Synergy scores: CSS=60.2, Synergy_ZIP=-1.07, Synergy_Bliss=-0.808, Synergy_Loewe=-6.19, Synergy_HSA=1.25. (2) Drug 1: CCCCCOC(=O)NC1=NC(=O)N(C=C1F)C2C(C(C(O2)C)O)O. Drug 2: CN(CCCl)CCCl.Cl. Cell line: NCI-H460. Synergy scores: CSS=45.3, Synergy_ZIP=0.629, Synergy_Bliss=-3.67, Synergy_Loewe=-34.3, Synergy_HSA=-3.79. (3) Drug 1: C1CC(C1)(C(=O)O)C(=O)O.[NH2-].[NH2-].[Pt+2]. Drug 2: C(=O)(N)NO. Cell line: NCIH23. Synergy scores: CSS=18.6, Synergy_ZIP=-5.69, Synergy_Bliss=0.475, Synergy_Loewe=-8.59, Synergy_HSA=-0.979. (4) Cell line: OVCAR-8. Drug 2: CN1C(=O)N2C=NC(=C2N=N1)C(=O)N. Drug 1: C1CN1P(=S)(N2CC2)N3CC3. Synergy scores: CSS=17.4, Synergy_ZIP=-6.12, Synergy_Bliss=-1.51, Synergy_Loewe=-15.9, Synergy_HSA=-2.04. (5) Drug 1: CC1=C2C(C(=O)C3(C(CC4C(C3C(C(C2(C)C)(CC1OC(=O)C(C(C5=CC=CC=C5)NC(=O)C6=CC=CC=C6)O)O)OC(=O)C7=CC=CC=C7)(CO4)OC(=O)C)O)C)OC(=O)C. Drug 2: CC(C)CN1C=NC2=C1C3=CC=CC=C3N=C2N. Cell line: COLO 205. Synergy scores: CSS=66.4, Synergy_ZIP=3.72, Synergy_Bliss=1.56, Synergy_Loewe=2.45, Synergy_HSA=1.91. (6) Drug 1: CCCCCOC(=O)NC1=NC(=O)N(C=C1F)C2C(C(C(O2)C)O)O. Cell line: KM12. Synergy scores: CSS=22.5, Synergy_ZIP=0.893, Synergy_Bliss=-2.62, Synergy_Loewe=-53.1, Synergy_HSA=-5.70. Drug 2: CC=C1C(=O)NC(C(=O)OC2CC(=O)NC(C(=O)NC(CSSCCC=C2)C(=O)N1)C(C)C)C(C)C. (7) Synergy scores: CSS=7.43, Synergy_ZIP=-4.74, Synergy_Bliss=-6.30, Synergy_Loewe=-34.1, Synergy_HSA=-11.8. Cell line: COLO 205. Drug 1: CS(=O)(=O)C1=CC(=C(C=C1)C(=O)NC2=CC(=C(C=C2)Cl)C3=CC=CC=N3)Cl. Drug 2: C1=NC2=C(N1)C(=S)N=CN2.